This data is from Reaction yield outcomes from USPTO patents with 853,638 reactions. The task is: Predict the reaction yield, written as a fraction of the theoretical maximum amount of product (1.0 means a 100% yield; for example, 0.34 means a 34% yield). (1) The reactants are Cl.[CH3:2][C@@:3]([C:7]([O:9][CH3:10])=[O:8])([CH2:5][OH:6])[NH2:4].[CH3:11][C:12]([O:15][C:16](O[C:16]([O:15][C:12]([CH3:14])([CH3:13])[CH3:11])=[O:17])=[O:17])([CH3:14])[CH3:13]. The yield is 0.770. The catalyst is O1CCOCC1.O. The product is [C:12]([O:15][C:16]([NH:4][C@:3]([CH3:2])([C:7]([O:9][CH3:10])=[O:8])[CH2:5][OH:6])=[O:17])([CH3:14])([CH3:13])[CH3:11]. (2) The reactants are [Br:1][C:2]1[CH:10]=[C:9]([C:11]([NH:13][C@H:14]([C:16]2[NH:20][C:19]3[CH:21]=[CH:22][C:23]([Cl:25])=[CH:24][C:18]=3[N:17]=2)[CH3:15])=[O:12])[CH:8]=[CH:7][C:3]=1[C:4](O)=[O:5].CN(C(ON1N=NC2C=CC=CC1=2)=[N+](C)C)C.[B-](F)(F)(F)F.C(N(C(C)C)CC)(C)C.[S:57]1[CH2:61][CH2:60][NH:59][CH2:58]1.BrCl. The catalyst is CN(C)C=O.ClCCl.C(O)C. The product is [Br:1][C:2]1[CH:10]=[C:9]([CH:8]=[CH:7][C:3]=1[C:4]([N:59]1[CH2:60][CH2:61][S:57][CH2:58]1)=[O:5])[C:11]([NH:13][C@H:14]([C:16]1[NH:20][C:19]2[CH:21]=[CH:22][C:23]([Cl:25])=[CH:24][C:18]=2[N:17]=1)[CH3:15])=[O:12]. The yield is 0.430. (3) The reactants are [Cl:1][C:2]1[N:7]=[C:6]([CH2:8][C:9]([C:11]2[C:12]([F:29])=[C:13]([NH:17][S:18]([C:21]3[C:26]([F:27])=[CH:25][CH:24]=[CH:23][C:22]=3[F:28])(=[O:20])=[O:19])[CH:14]=[CH:15][CH:16]=2)=O)[CH:5]=[CH:4][N:3]=1.C1C(=O)N(Br)C(=O)C1.[O:38]1[CH2:43][CH2:42][CH:41]([C:44](=[S:46])[NH2:45])[CH2:40][CH2:39]1.O. The catalyst is CC(N(C)C)=O. The product is [Cl:1][C:2]1[N:7]=[C:6]([C:8]2[S:46][C:44]([CH:41]3[CH2:42][CH2:43][O:38][CH2:39][CH2:40]3)=[N:45][C:9]=2[C:11]2[C:12]([F:29])=[C:13]([NH:17][S:18]([C:21]3[C:26]([F:27])=[CH:25][CH:24]=[CH:23][C:22]=3[F:28])(=[O:20])=[O:19])[CH:14]=[CH:15][CH:16]=2)[CH:5]=[CH:4][N:3]=1. The yield is 0.519.